Predict the product of the given reaction. From a dataset of Forward reaction prediction with 1.9M reactions from USPTO patents (1976-2016). (1) Given the reactants [OH:1][C:2]1[CH:3]=[C:4]([NH:8][C:9](=[O:15])[O:10][C:11]([CH3:14])([CH3:13])[CH3:12])[CH:5]=[CH:6][CH:7]=1.F[C:17]1[CH:18]=[CH:19][C:20]([N+:25]([O-:27])=[O:26])=[C:21]([CH:24]=1)[NH:22][CH3:23].C(=O)([O-])[O-].[K+].[K+], predict the reaction product. The product is: [CH3:23][NH:22][C:21]1[CH:24]=[C:17]([CH:18]=[CH:19][C:20]=1[N+:25]([O-:27])=[O:26])[O:1][C:2]1[CH:3]=[C:4]([NH:8][C:9](=[O:15])[O:10][C:11]([CH3:12])([CH3:14])[CH3:13])[CH:5]=[CH:6][CH:7]=1. (2) Given the reactants [NH2:1][C@H:2]1[C:11]2[C:6](=[N:7][C:8]([F:12])=[CH:9][CH:10]=2)[O:5][C@@H:4]([C:13]2[CH:14]=[C:15]([CH:20]=[CH:21][CH:22]=2)[C:16]([O:18][CH3:19])=[O:17])[CH2:3]1.[F:23][C:24]1([F:39])[O:28][C:27]2[CH:29]=[CH:30][C:31]([C:33]3([C:36](Cl)=[O:37])[CH2:35][CH2:34]3)=[CH:32][C:26]=2[O:25]1.C(N(CC)CC)C, predict the reaction product. The product is: [F:39][C:24]1([F:23])[O:28][C:27]2[CH:29]=[CH:30][C:31]([C:33]3([C:36]([NH:1][C@H:2]4[C:11]5[C:6](=[N:7][C:8]([F:12])=[CH:9][CH:10]=5)[O:5][C@@H:4]([C:13]5[CH:14]=[C:15]([CH:20]=[CH:21][CH:22]=5)[C:16]([O:18][CH3:19])=[O:17])[CH2:3]4)=[O:37])[CH2:34][CH2:35]3)=[CH:32][C:26]=2[O:25]1. (3) Given the reactants [CH2:1]([NH:3][C:4]1[CH:9]=[C:8]([O:10][CH3:11])[CH:7]=[CH:6][C:5]=1[C@@H:12]1[CH2:21][CH2:20][C:19]2[CH:18]=[C:17]([O:22]C(=O)C(C)(C)C)[CH:16]=[CH:15][C:14]=2[CH2:13]1)[CH3:2].C(OC([CH2:36][NH:37][C:38]([CH3:50])([CH3:49])[CH2:39][C:40]1[CH:48]=[CH:47][C:43]([C:44](O)=O)=[CH:42][CH:41]=1)=O)(C)(C)C.[C:51](OC(CNC(C)(C)CC1C=CC(C(CCNC2C=C(OC)C=CC=2C2CCC3C=C(OC(=O)C(C)(C)C)C=CC=3C2)=O)=CC=1)=O)(C)(C)C, predict the reaction product. The product is: [CH3:51][N:37]([CH3:36])[C:38]([CH3:49])([CH3:50])[CH2:39][C:40]1[CH:41]=[CH:42][C:43]([CH2:44][CH2:2][CH2:1][NH:3][C:4]2[CH:9]=[C:8]([O:10][CH3:11])[CH:7]=[CH:6][C:5]=2[C@@H:12]2[CH2:21][CH2:20][C:19]3[CH:18]=[C:17]([OH:22])[CH:16]=[CH:15][C:14]=3[CH2:13]2)=[CH:47][CH:48]=1. (4) Given the reactants B(Br)(Br)Br.C([O:12][C:13]1[CH:14]=[C:15]([C:19]2[N:23]3[CH:24]=[C:25]([Br:28])[CH:26]=[CH:27][C:22]3=[N:21][N:20]=2)[CH:16]=[CH:17][CH:18]=1)C1C=CC=CC=1.C([O-])(O)=O.[Na+], predict the reaction product. The product is: [Br:28][C:25]1[CH:26]=[CH:27][C:22]2[N:23]([C:19]([C:15]3[CH:14]=[C:13]([OH:12])[CH:18]=[CH:17][CH:16]=3)=[N:20][N:21]=2)[CH:24]=1.